The task is: Predict the reaction yield, written as a fraction of the theoretical maximum amount of product (1.0 means a 100% yield; for example, 0.34 means a 34% yield).. This data is from Reaction yield outcomes from USPTO patents with 853,638 reactions. (1) The reactants are [Br:1][C:2]1[CH:3]=[C:4]([NH2:9])[C:5]([NH2:8])=[N:6][CH:7]=1.[C:10](O)(=O)[CH3:11]. No catalyst specified. The product is [Br:1][C:2]1[CH:3]=[C:4]2[N:9]=[C:10]([CH3:11])[NH:8][C:5]2=[N:6][CH:7]=1. The yield is 0.820. (2) The reactants are [Cl:1][C:2]1[CH:3]=[C:4]([CH:10]=[CH:11][C:12]=1[Cl:13])[CH2:5][NH:6][CH:7]([CH3:9])[CH3:8].Cl.[CH3:15][C:16]1([CH3:26])[O:20][C:19](=[CH:21][C:22](Cl)=[O:23])[C:18](=[O:25])[O:17]1.C(N(C(C)C)CC)(C)C. The catalyst is C(Cl)Cl.C(OCC)(=O)C. The product is [Cl:1][C:2]1[CH:3]=[C:4]([CH:10]=[CH:11][C:12]=1[Cl:13])[CH2:5][N:6]([CH:7]([CH3:9])[CH3:8])[C:22](=[O:23])[CH:21]=[C:19]1[C:18](=[O:25])[O:17][C:16]([CH3:15])([CH3:26])[O:20]1. The yield is 0.930. (3) The reactants are [CH2:1]([O:8][C:9]1[CH:10]=[C:11]([CH2:15][C:16](Cl)=[N:17][OH:18])[CH:12]=[CH:13][CH:14]=1)[C:2]1[CH:7]=[CH:6][CH:5]=[CH:4][CH:3]=1.[C:20]([C:22]1[C:23]([NH2:29])=[N:24][C:25]([NH2:28])=[CH:26][CH:27]=1)#[CH:21].C(N(CC)CC)C. The catalyst is O1CCCC1. The product is [CH2:1]([O:8][C:9]1[CH:10]=[C:11]([CH:12]=[CH:13][CH:14]=1)[CH2:15][C:16]1[CH:21]=[C:20]([C:22]2[C:23]([NH2:29])=[N:24][C:25]([NH2:28])=[CH:26][CH:27]=2)[O:18][N:17]=1)[C:2]1[CH:7]=[CH:6][CH:5]=[CH:4][CH:3]=1. The yield is 0.510. (4) The reactants are I[C:2]1[CH:3]=[CH:4][C:5]2[N:6]([CH:8]=[C:9]([NH:11][C:12]([CH:14]3[CH2:16][CH2:15]3)=[O:13])[N:10]=2)[N:7]=1.[NH2:17][C:18]1[CH:19]=[C:20]([SH:24])[CH:21]=[CH:22][CH:23]=1.C(=O)([O-])[O-].[K+].[K+].CN(C)C=O. The catalyst is O. The product is [NH2:17][C:18]1[CH:19]=[C:20]([S:24][C:2]2[CH:3]=[CH:4][C:5]3[N:6]([CH:8]=[C:9]([NH:11][C:12]([CH:14]4[CH2:16][CH2:15]4)=[O:13])[N:10]=3)[N:7]=2)[CH:21]=[CH:22][CH:23]=1. The yield is 0.800. (5) The reactants are [CH3:1][C:2]1[N:7]=[C:6]([N:8]2[CH:12]=[C:11]([C:13]([OH:15])=O)[N:10]=[CH:9]2)[CH:5]=[CH:4][CH:3]=1.[NH2:16][C@@H:17]([CH3:34])[CH2:18][N:19]1[CH:23]=[CH:22][C:21]([C:24]2[CH:31]=[C:30]([F:32])[C:27]([C:28]#[N:29])=[C:26]([Cl:33])[CH:25]=2)=[N:20]1. No catalyst specified. The product is [Cl:33][C:26]1[CH:25]=[C:24]([C:21]2[CH:22]=[CH:23][N:19]([CH2:18][C@@H:17]([NH:16][C:13]([C:11]3[N:10]=[CH:9][N:8]([C:6]4[CH:5]=[CH:4][CH:3]=[C:2]([CH3:1])[N:7]=4)[CH:12]=3)=[O:15])[CH3:34])[N:20]=2)[CH:31]=[C:30]([F:32])[C:27]=1[C:28]#[N:29]. The yield is 0.553. (6) The reactants are Br[C:2]1[S:3][C:4]([S:7]([CH3:9])=[O:8])=[CH:5][CH:6]=1.B1(B2OC(C)(C)C(C)(C)O2)OC(C)(C)C(C)(C)O1.C([O-])(=O)C.[K+].Br[C:34]1[CH:35]=[C:36]([CH:39]=[CH:40][CH:41]=1)[CH:37]=[O:38].C(=O)([O-])[O-].[Cs+].[Cs+]. The catalyst is CN(C=O)C.C(OCC)(=O)C.C1C=CC(P(C2C=CC=CC=2)[C-]2C=CC=C2)=CC=1.C1C=CC(P(C2C=CC=CC=2)[C-]2C=CC=C2)=CC=1.Cl[Pd]Cl.[Fe+2].O.C1COCC1. The product is [CH3:9][S:7]([C:4]1[S:3][C:2]([C:34]2[CH:35]=[C:36]([CH:39]=[CH:40][CH:41]=2)[CH:37]=[O:38])=[CH:6][CH:5]=1)=[O:8]. The yield is 0.240. (7) The yield is 0.120. The reactants are [I:1][C:2]1[CH:3]=[N:4][CH:5]=[CH:6][CH:7]=1.C1(C)C=C(C)C=C(C)C=1S(O[NH2:20])(=O)=O.[C:22]1([C:28]#[C:29][C:30]([O:32][CH3:33])=[O:31])[CH:27]=[CH:26][CH:25]=[CH:24][CH:23]=1.C(=O)([O-])[O-].[K+].[K+]. The catalyst is ClCCl.CN(C)C=O.C(OCC)C. The product is [I:1][C:2]1[CH:7]=[CH:6][C:5]2[N:4]([N:20]=[C:28]([C:22]3[CH:27]=[CH:26][CH:25]=[CH:24][CH:23]=3)[C:29]=2[C:30]([O:32][CH3:33])=[O:31])[CH:3]=1. (8) The reactants are Cl[C:2]1[N:7]=[CH:6][C:5]2[C:8]([C:27]([O:29][CH3:30])=[O:28])=[N:9][N:10]([C:11]3[CH:16]=[CH:15][CH:14]=[C:13]([C:17]#[C:18][C@:19]4([OH:26])[CH2:23][CH2:22][N:21]([CH3:24])[C:20]4=[O:25])[CH:12]=3)[C:4]=2[CH:3]=1.[CH3:31][N:32](C=O)C. The catalyst is C1C=CC([P]([Pd]([P](C2C=CC=CC=2)(C2C=CC=CC=2)C2C=CC=CC=2)([P](C2C=CC=CC=2)(C2C=CC=CC=2)C2C=CC=CC=2)[P](C2C=CC=CC=2)(C2C=CC=CC=2)C2C=CC=CC=2)(C2C=CC=CC=2)C2C=CC=CC=2)=CC=1.[C-]#N.[Zn+2].[C-]#N. The product is [C:31]([C:2]1[N:7]=[CH:6][C:5]2[C:8]([C:27]([O:29][CH3:30])=[O:28])=[N:9][N:10]([C:11]3[CH:16]=[CH:15][CH:14]=[C:13]([C:17]#[C:18][C@:19]4([OH:26])[CH2:23][CH2:22][N:21]([CH3:24])[C:20]4=[O:25])[CH:12]=3)[C:4]=2[CH:3]=1)#[N:32]. The yield is 0.880.